From a dataset of Forward reaction prediction with 1.9M reactions from USPTO patents (1976-2016). Predict the product of the given reaction. Given the reactants O[C:2]1[CH:3]=[C:4]([CH:7]=[C:8]([OH:10])[CH:9]=1)[CH:5]=[O:6].[C:11]([O-:14])([O-])=O.[K+].[K+].[CH3:17][C:18]1([CH3:33])[CH:27]([CH3:28])C=CC(CCCC)(S([O-])(=O)=O)[CH2:19]1, predict the reaction product. The product is: [CH3:33][C:18]([CH3:17])([CH3:19])[CH2:27][CH2:28][O:10][C:8]1[CH:7]=[C:4]([CH:3]=[C:2]([O:14][CH2:11][CH2:17][C:18]([CH3:33])([CH3:27])[CH3:19])[CH:9]=1)[CH:5]=[O:6].